From a dataset of Peptide-MHC class II binding affinity with 134,281 pairs from IEDB. Regression. Given a peptide amino acid sequence and an MHC pseudo amino acid sequence, predict their binding affinity value. This is MHC class II binding data. (1) The peptide sequence is VTVDAAVLAAIDADA. The MHC is HLA-DQA10501-DQB10201 with pseudo-sequence HLA-DQA10501-DQB10201. The binding affinity (normalized) is 0.513. (2) The peptide sequence is VSKMRMATPLLMQ. The MHC is DRB1_0101 with pseudo-sequence DRB1_0101. The binding affinity (normalized) is 0.622. (3) The peptide sequence is WDKFLANVSTVLTGK. The MHC is DRB1_1101 with pseudo-sequence DRB1_1101. The binding affinity (normalized) is 0.602. (4) The peptide sequence is LKGTSYKICTDKMFF. The MHC is DRB1_0404 with pseudo-sequence DRB1_0404. The binding affinity (normalized) is 0.487. (5) The peptide sequence is TCGFVDERGLYKSLK. The MHC is DRB1_0101 with pseudo-sequence DRB1_0101. The binding affinity (normalized) is 0.505. (6) The peptide sequence is EQQINHHWHKSGSSIGKA. The MHC is DRB1_1501 with pseudo-sequence DRB1_1501. The binding affinity (normalized) is 0.0457. (7) The peptide sequence is NVWERHYLAGEMTLM. The MHC is HLA-DPA10103-DPB10401 with pseudo-sequence HLA-DPA10103-DPB10401. The binding affinity (normalized) is 0.305. (8) The peptide sequence is VIDVKLVDANGTLHD. The MHC is HLA-DQA10104-DQB10503 with pseudo-sequence HLA-DQA10104-DQB10503. The binding affinity (normalized) is 0.